The task is: Predict the reaction yield, written as a fraction of the theoretical maximum amount of product (1.0 means a 100% yield; for example, 0.34 means a 34% yield).. This data is from Reaction yield outcomes from USPTO patents with 853,638 reactions. (1) The reactants are [CH:1]1[C:14]2[NH:13][C:12]3[C:7](=[CH:8][CH:9]=[CH:10][CH:11]=3)[O:6][C:5]=2[CH:4]=[CH:3][CH:2]=1.I[C:16]1[CH:21]=[CH:20][CH:19]=[CH:18][N:17]=1.C(=O)([O-])[O-].[K+].[K+].C1OCCOCCOCCOCCOCCOC1. The catalyst is ClC1C=CC=CC=1Cl.[Cu]. The product is [N:17]1[CH:18]=[CH:19][CH:20]=[CH:21][C:16]=1[C:11]1[C:12]2[NH:13][C:14]3[C:5](=[CH:4][CH:3]=[CH:2][CH:1]=3)[O:6][C:7]=2[CH:8]=[CH:9][CH:10]=1. The yield is 0.910. (2) The reactants are [CH3:1][C:2]1[C:6]2[C:7](=[O:19])[N:8]([CH2:11][CH2:12][N:13]3[CH2:18][CH2:17][CH2:16][CH2:15][CH2:14]3)[CH2:9][CH2:10][C:5]=2[NH:4][C:3]=1[CH:20]=O.[Cl:22][C:23]1[CH:24]=[C:25]2[C:29](=[CH:30][CH:31]=1)[NH:28][C:27](=[O:32])[CH2:26]2. No catalyst specified. The product is [Cl:22][C:23]1[CH:24]=[C:25]2[C:29](=[CH:30][CH:31]=1)[NH:28][C:27](=[O:32])[C:26]2=[CH:20][C:3]1[NH:4][C:5]2[CH2:10][CH2:9][N:8]([CH2:11][CH2:12][N:13]3[CH2:14][CH2:15][CH2:16][CH2:17][CH2:18]3)[C:7](=[O:19])[C:6]=2[C:2]=1[CH3:1]. The yield is 0.774. (3) The reactants are C(N(CC)CC)C.[C:8](Cl)(=[O:10])[CH3:9].[NH2:12][C:13]([NH:15][C:16]1[NH:17][C:18]([C:24]2[CH:29]=[CH:28][CH:27]=[CH:26][C:25]=2[OH:30])=[CH:19][C:20]=1[C:21]([NH2:23])=[O:22])=[O:14]. The catalyst is CN(C)C=O. The product is [NH2:12][C:13]([NH:15][C:16]1[NH:17][C:18]([C:24]2[CH:29]=[CH:28][CH:27]=[CH:26][C:25]=2[O:30][C:8](=[O:10])[CH3:9])=[CH:19][C:20]=1[C:21]([NH2:23])=[O:22])=[O:14]. The yield is 0.350.